From a dataset of Full USPTO retrosynthesis dataset with 1.9M reactions from patents (1976-2016). Predict the reactants needed to synthesize the given product. Given the product [CH3:13][CH2:14][N+:1]1[C:11]2[C:6](=[CH:7][CH:8]=[CH:9][CH:10]=2)[CH:5]=[CH:4][C:2]=1[CH3:3].[I-:12], predict the reactants needed to synthesize it. The reactants are: [N:1]1[C:11]2[C:6](=[CH:7][CH:8]=[CH:9][CH:10]=2)[CH:5]=[CH:4][C:2]=1[CH3:3].[I:12][CH2:13][CH3:14].